Dataset: Forward reaction prediction with 1.9M reactions from USPTO patents (1976-2016). Task: Predict the product of the given reaction. (1) The product is: [Cl:1][C:2]1[N:7]=[C:6]([CH2:8][C:9]([C:10]2[CH:15]=[CH:14][N:13]=[CH:12][CH:11]=2)=[O:16])[CH:5]=[CH:4][CH:3]=1. Given the reactants [Cl:1][C:2]1[N:7]=[C:6]([CH3:8])[CH:5]=[CH:4][CH:3]=1.[C:9](OCC)(=[O:16])[C:10]1[CH:15]=[CH:14][N:13]=[CH:12][CH:11]=1.C[Si]([N-][Si](C)(C)C)(C)C.[Li+], predict the reaction product. (2) Given the reactants [CH3:1][C:2]1([CH3:14])[C:6]([CH3:8])([CH3:7])[O:5][B:4]([C:9]2[CH:10]=[N:11][NH:12][CH:13]=2)[O:3]1.[C:15]([CH:17]=[C:18]1[CH2:21][N:20]([C:22]2[C:36]([F:37])=[CH:35][C:25]([C:26]([NH:28][C@@H:29]([CH3:34])[C:30]([F:33])([F:32])[F:31])=[O:27])=[C:24]([F:38])[CH:23]=2)[CH2:19]1)#[N:16].N12CCCN=C1CCCCC2, predict the reaction product. The product is: [C:15]([CH2:17][C:18]1([N:12]2[CH:13]=[C:9]([B:4]3[O:5][C:6]([CH3:7])([CH3:8])[C:2]([CH3:14])([CH3:1])[O:3]3)[CH:10]=[N:11]2)[CH2:21][N:20]([C:22]2[C:36]([F:37])=[CH:35][C:25]([C:26]([NH:28][C@@H:29]([CH3:34])[C:30]([F:33])([F:31])[F:32])=[O:27])=[C:24]([F:38])[CH:23]=2)[CH2:19]1)#[N:16]. (3) Given the reactants [F:1][C:2]1[CH:7]=[C:6]([I:8])[CH:5]=[CH:4][C:3]=1[NH:9][C:10]1[N:15]([CH3:16])[C:14](=[O:17])[C:13]2[CH2:18][CH2:19][CH2:20][C:12]=2[C:11]=1[C:21](OCC)=[O:22].[Si:26]([O:33][CH2:34][CH2:35][O:36][NH2:37])([C:29]([CH3:32])([CH3:31])[CH3:30])([CH3:28])[CH3:27].[Li+].C[Si]([N-][Si](C)(C)C)(C)C, predict the reaction product. The product is: [Si:26]([O:33][CH2:34][CH2:35][O:36][NH:37][C:21]([C:11]1[C:12]2[CH2:20][CH2:19][CH2:18][C:13]=2[C:14](=[O:17])[N:15]([CH3:16])[C:10]=1[NH:9][C:3]1[CH:4]=[CH:5][C:6]([I:8])=[CH:7][C:2]=1[F:1])=[O:22])([C:29]([CH3:32])([CH3:31])[CH3:30])([CH3:28])[CH3:27]. (4) The product is: [CH3:27][S:24]([O:23][CH2:22][CH2:21][CH2:20][CH2:19][CH2:18][C:15]1[CH:14]=[CH:13][C:12]([O:11][CH2:10][CH2:9][CH2:8][N:1]2[CH2:7][CH2:6][CH2:5][CH2:4][CH2:3][CH2:2]2)=[CH:17][CH:16]=1)(=[O:26])=[O:25]. Given the reactants [N:1]1([CH2:8][CH2:9][CH2:10][O:11][C:12]2[CH:17]=[CH:16][C:15]([CH2:18][CH2:19][CH2:20][CH2:21][CH2:22][OH:23])=[CH:14][CH:13]=2)[CH2:7][CH2:6][CH2:5][CH2:4][CH2:3][CH2:2]1.[S:24](Cl)([CH3:27])(=[O:26])=[O:25].CCN(C(C)C)C(C)C, predict the reaction product. (5) The product is: [CH3:34][C:27]1[N:26]=[C:25]([NH:24][C@@H:21]([CH2:20][S:19]([CH2:12][C:13]2[CH:18]=[CH:17][CH:16]=[CH:15][CH:14]=2)=[O:9])[CH2:22][OH:23])[CH:30]=[CH:29][C:28]=1[N+:31]([O-:33])=[O:32]. Given the reactants C1C=C(Cl)C=C(C(OO)=[O:9])C=1.[CH2:12]([S:19][CH2:20][C@H:21]([NH:24][C:25]1[CH:30]=[CH:29][C:28]([N+:31]([O-:33])=[O:32])=[C:27]([CH3:34])[N:26]=1)[CH2:22][OH:23])[C:13]1[CH:18]=[CH:17][CH:16]=[CH:15][CH:14]=1, predict the reaction product. (6) Given the reactants [CH2:1]([O:3][CH2:4][C:5]([OH:7])=[O:6])[CH3:2].[CH3:8][O:9][C:10]([CH3:15])([CH3:14])[CH2:11][CH2:12]O, predict the reaction product. The product is: [CH2:1]([O:3][CH2:4][C:5]([O:7][CH2:12][CH2:11][C:10]([O:9][CH3:8])([CH3:15])[CH3:14])=[O:6])[CH3:2]. (7) Given the reactants [CH2:1]([C:3]1[CH:8]=[CH:7][CH:6]=[CH:5][C:4]=1[O:9][CH3:10])[CH3:2].CN([CH:14]=[O:15])C.O=P(Cl)(Cl)Cl.[OH-].[Na+], predict the reaction product. The product is: [CH2:1]([C:3]1[CH:8]=[C:7]([CH:6]=[CH:5][C:4]=1[O:9][CH3:10])[CH:14]=[O:15])[CH3:2]. (8) Given the reactants [Cl:1][C:2]1[CH:10]=[CH:9][CH:8]=[C:7]([CH3:11])[C:3]=1[C:4]([OH:6])=O.O=S(Cl)Cl.C(N(CC)CC)C.[F:23][C:24]1[CH:25]=[C:26]([CH:28]=[CH:29][CH:30]=1)[NH2:27], predict the reaction product. The product is: [Cl:1][C:2]1[CH:10]=[CH:9][CH:8]=[C:7]([CH3:11])[C:3]=1[C:4]([NH:27][C:26]1[CH:28]=[CH:29][CH:30]=[C:24]([F:23])[CH:25]=1)=[O:6].